This data is from Catalyst prediction with 721,799 reactions and 888 catalyst types from USPTO. The task is: Predict which catalyst facilitates the given reaction. (1) Reactant: [CH3:1][O:2][C:3]1[CH:4]=[CH:5][C:6]2[C:10]([O:11][C:12]3[CH:17]=[CH:16][C:15]([O:18][CH2:19][CH2:20][N:21]4[CH2:26][CH2:25][CH2:24][CH2:23][CH2:22]4)=[CH:14][CH:13]=3)=[C:9](Br)[S:8][C:7]=2[CH:28]=1.[CH3:29][S:30]([CH:33]1[CH2:38][CH2:37][C:36](B2OC(C)(C)C(C)(C)O2)=[CH:35][CH2:34]1)(=[O:32])=[O:31].C(=O)([O-])[O-].[Na+].[Na+]. Product: [CH3:29][S:30]([CH:33]1[CH2:38][CH2:37][C:36]([C:9]2[S:8][C:7]3[CH:28]=[C:3]([O:2][CH3:1])[CH:4]=[CH:5][C:6]=3[C:10]=2[O:11][C:12]2[CH:17]=[CH:16][C:15]([O:18][CH2:19][CH2:20][N:21]3[CH2:26][CH2:25][CH2:24][CH2:23][CH2:22]3)=[CH:14][CH:13]=2)=[CH:35][CH2:34]1)(=[O:32])=[O:31]. The catalyst class is: 12. (2) Product: [NH2:8][C:5]1[CH:6]=[CH:7][C:2]([CH3:1])=[C:3]([NH:16][C:17]2[CH:18]=[C:19]3[C:24](=[CH:25][CH:26]=2)[N:23]=[CH:22][N:21]([CH3:27])[C:20]3=[O:28])[CH:4]=1. The catalyst class is: 2. Reactant: [CH3:1][C:2]1[CH:7]=[CH:6][C:5]([NH:8]C(=O)OC(C)(C)C)=[CH:4][C:3]=1[NH:16][C:17]1[CH:18]=[C:19]2[C:24](=[CH:25][CH:26]=1)[N:23]=[CH:22][N:21]([CH3:27])[C:20]2=[O:28].C(O)(C(F)(F)F)=O. (3) Reactant: [ClH:1].O1CCOCC1.[CH3:8][C@H:9]1[C@@H:14]([N:15]([C:17]2[N:25]=[CH:24][N:23]=[C:22]3[C:18]=2[CH:19]=[CH:20][NH:21]3)[CH3:16])[CH2:13][N:12]([C:26]([CH2:28][C:29]#[N:30])=[O:27])[CH2:11][CH2:10]1.C(OCC)(=O)C. The catalyst class is: 16. Product: [CH3:8][C@H:9]1[C@@H:14]([N:15]([C:17]2[N:25]=[CH:24][N:23]=[C:22]3[C:18]=2[CH:19]=[CH:20][NH:21]3)[CH3:16])[CH2:13][N:12]([C:26]([CH2:28][C:29]#[N:30])=[O:27])[CH2:11][CH2:10]1.[ClH:1]. (4) Reactant: [NH2:1][C:2]1[CH:11]=[C:10]2[C:5]([CH2:6][CH2:7][CH:8]([C:12]([O:14][CH3:15])=[O:13])[CH2:9]2)=[CH:4][CH:3]=1.Cl.C(N(CC)CC)C.[Cl:24][C:25]1[CH:26]=[C:27](B(O)O)[CH:28]=[CH:29][CH:30]=1. Product: [Cl:24][C:25]1[CH:30]=[C:29]([NH:1][C:2]2[CH:11]=[C:10]3[C:5]([CH2:6][CH2:7][CH:8]([C:12]([O:14][CH3:15])=[O:13])[CH2:9]3)=[CH:4][CH:3]=2)[CH:28]=[CH:27][CH:26]=1. The catalyst class is: 302. (5) Reactant: [Cl:1][C:2]1[CH:7]=[CH:6][CH:5]=[C:4]([N+:8]([O-])=O)[C:3]=1[OH:11].Cl.CCCCCCC. Product: [NH2:8][C:4]1[CH:5]=[CH:6][CH:7]=[C:2]([Cl:1])[C:3]=1[OH:11]. The catalyst class is: 186. (6) Reactant: C(OC([C:6]1[N:7]([CH2:23][CH2:24][NH:25][C:26]([O:28]C(C)(C)C)=O)[C:8]2[C:13]([CH:14]=1)=[CH:12][C:11]([O:15][Si](C(C)(C)C)(C)C)=[CH:10][CH:9]=2)=O)C.FC(F)(F)C(O)=O.C(=O)([O-])[O-].[K+].[K+].[F-].C([N+](CCCC)(CCCC)CCCC)CCC. Product: [OH:15][C:11]1[CH:10]=[CH:9][C:8]2[N:7]3[CH2:23][CH2:24][NH:25][C:26](=[O:28])[C:6]3=[CH:14][C:13]=2[CH:12]=1. The catalyst class is: 46.